This data is from Experimentally validated miRNA-target interactions with 360,000+ pairs, plus equal number of negative samples. The task is: Binary Classification. Given a miRNA mature sequence and a target amino acid sequence, predict their likelihood of interaction. The miRNA is hsa-miR-200c-3p with sequence UAAUACUGCCGGGUAAUGAUGGA. The protein sequence of the target gene is MPVPPPPAPPPPPTFALANTEKPTLNKTEQAGRNALLSDISKGKKLKKTVTNDRSAPILDKPKGAGAGGGGGGFGGGGGFGGGGGGGGGGSFGGGGPPGLGGLFQAGMPKLRSTANRDNDSGGSRPPLLPPGGRSTSAKPFSPPSGPGRFPVPSPGHRSGPPEPQRNRMPPPRPDVGSKPDSIPPPVPSTPRPIQSSPHNRGSPPVPGGPRQPSPGPTPPPFPGNRGTALGGGSIRQSPLSSSSPFSNRPPLPPTPSRALDDKPPPPPPPVGNRPSIHREAVPPPPPQNNKPPVPSTPRP.... Result: 1 (interaction).